Dataset: Peptide-MHC class II binding affinity with 134,281 pairs from IEDB. Task: Regression. Given a peptide amino acid sequence and an MHC pseudo amino acid sequence, predict their binding affinity value. This is MHC class II binding data. (1) The peptide sequence is GCGLFGKGSIVACAK. The MHC is DRB1_0404 with pseudo-sequence DRB1_0404. The binding affinity (normalized) is 0. (2) The peptide sequence is TVSFWLRVPKVSASH. The MHC is DRB1_1101 with pseudo-sequence DRB1_1101. The binding affinity (normalized) is 0.985. (3) The peptide sequence is YDKFLANVMTVLTGK. The MHC is DRB1_1602 with pseudo-sequence DRB1_1602. The binding affinity (normalized) is 0.785. (4) The peptide sequence is SAATAGTTVYGAFAA. The MHC is HLA-DPA10103-DPB10401 with pseudo-sequence HLA-DPA10103-DPB10401. The binding affinity (normalized) is 0.160. (5) The peptide sequence is CDEFINVPEWSYIVEKA. The MHC is HLA-DPA10201-DPB10101 with pseudo-sequence HLA-DPA10201-DPB10101. The binding affinity (normalized) is 0.428.